Dataset: Forward reaction prediction with 1.9M reactions from USPTO patents (1976-2016). Task: Predict the product of the given reaction. (1) Given the reactants [CH:1]1([CH:6]=[CH:7][C:8]([C:10]2[CH:19]=[CH:18][C:13]([C:14]([O:16]C)=[O:15])=[C:12]([O:20][CH3:21])[N:11]=2)=O)[CH2:5][CH2:4][CH2:3][CH2:2]1.[NH:22]([C:24]1[CH:31]=[CH:30][C:27]([C:28]#[N:29])=[C:26]([CH3:32])[CH:25]=1)[NH2:23].[O-]CC.[Na+].Cl, predict the reaction product. The product is: [C:28]([C:27]1[CH:30]=[CH:31][C:24]([N:22]2[CH:6]([CH:1]3[CH2:5][CH2:4][CH2:3][CH2:2]3)[CH2:7][C:8]([C:10]3[CH:19]=[CH:18][C:13]([C:14]([OH:16])=[O:15])=[C:12]([O:20][CH3:21])[N:11]=3)=[N:23]2)=[CH:25][C:26]=1[CH3:32])#[N:29]. (2) Given the reactants [Br:1][C:2]1[N:15]=[C:5]2[C:6]([O:13][CH3:14])=[CH:7][C:8]([C:10]([OH:12])=O)=[CH:9][N:4]2[N:3]=1.Cl.[CH3:17][CH:18]1[O:23][CH2:22][C@@H:21]([CH3:24])[NH:20][CH2:19]1.C(N(CC)C(C)C)(C)C.CN(C(ON1N=NC2C=CC=NC1=2)=[N+](C)C)C.F[P-](F)(F)(F)(F)F, predict the reaction product. The product is: [Br:1][C:2]1[N:15]=[C:5]2[C:6]([O:13][CH3:14])=[CH:7][C:8]([C:10]([N:20]3[C@H:21]([CH3:24])[CH2:22][O:23][CH:18]([CH3:17])[CH2:19]3)=[O:12])=[CH:9][N:4]2[N:3]=1. (3) Given the reactants C(N(S(F)(F)F)CC)C.O[C:11]1([C:28]2[CH:33]=[CH:32][C:31]([OH:34])=[CH:30][N:29]=2)[CH2:16][CH2:15][CH:14]([NH:17][C:18](=[O:27])[CH2:19][CH2:20][C:21]2[CH:26]=[CH:25][CH:24]=[CH:23][CH:22]=2)[CH2:13][CH2:12]1, predict the reaction product. The product is: [OH:34][C:31]1[CH:32]=[CH:33][C:28]([C:11]2[CH2:16][CH2:15][CH:14]([NH:17][C:18](=[O:27])[CH2:19][CH2:20][C:21]3[CH:22]=[CH:23][CH:24]=[CH:25][CH:26]=3)[CH2:13][CH:12]=2)=[N:29][CH:30]=1. (4) Given the reactants [C:1]1([CH3:11])[CH:6]=[CH:5][C:4]([S:7](Cl)(=[O:9])=[O:8])=[CH:3][CH:2]=1.O.[NH2:13][C:14]1[CH:15]=[C:16]2[C:21](=[CH:22][CH:23]=1)[CH:20]=[N:19][CH:18]=[CH:17]2, predict the reaction product. The product is: [C:1]1([CH3:11])[CH:6]=[CH:5][C:4]([S:7]([NH:13][C:14]2[CH:15]=[C:16]3[C:21](=[CH:22][CH:23]=2)[CH:20]=[N:19][CH:18]=[CH:17]3)(=[O:9])=[O:8])=[CH:3][CH:2]=1. (5) Given the reactants [OH:1][CH:2]([C:10]1[C:11]2[N:12]([N:18]=[C:19]([C:21]([F:24])([F:23])[F:22])[N:20]=2)[C:13]([O:16][CH3:17])=[CH:14][CH:15]=1)[C:3]([CH3:9])([CH3:8])[C:4]([O:6][CH3:7])=[O:5].CC(OI1(OC(C)=O)(OC(C)=O)OC(=O)C2C=CC=CC1=2)=O.C(=O)([O-])O.[Na+], predict the reaction product. The product is: [CH3:17][O:16][C:13]1[N:12]2[N:18]=[C:19]([C:21]([F:24])([F:22])[F:23])[N:20]=[C:11]2[C:10]([C:2](=[O:1])[C:3]([CH3:8])([CH3:9])[C:4]([O:6][CH3:7])=[O:5])=[CH:15][CH:14]=1.